This data is from Full USPTO retrosynthesis dataset with 1.9M reactions from patents (1976-2016). The task is: Predict the reactants needed to synthesize the given product. (1) Given the product [CH3:20][O:21][C:22](=[O:23])/[CH:26]=[CH:25]\[CH:24]=[C:3]1\[C:4](=[O:19])[N:5]([C:12]([O:14][C:15]([CH3:18])([CH3:17])[CH3:16])=[O:13])[C:6]2[C:11]\1=[CH:10][CH:9]=[CH:8][CH:7]=2, predict the reactants needed to synthesize it. The reactants are: [N+](=[C:3]1[C:11]2[C:6](=[CH:7][CH:8]=[CH:9][CH:10]=2)[N:5]([C:12]([O:14][C:15]([CH3:18])([CH3:17])[CH3:16])=[O:13])[C:4]1=[O:19])=[N-].[CH3:20][O:21][C:22]1[O:23][CH:24]=[CH:25][CH:26]=1. (2) Given the product [Cl:1][C:2]1[CH:10]=[CH:9][C:8]([Cl:11])=[C:7]2[C:3]=1[C:4]1[C:5]([NH:6]2)=[N:20][C:19]2=[N:18][N:17]=[C:16]([CH2:21][C:22]3[CH:27]=[CH:26][C:25]([OH:28])=[CH:24][CH:23]=3)[N:15]2[N:14]=1, predict the reactants needed to synthesize it. The reactants are: [Cl:1][C:2]1[CH:10]=[CH:9][C:8]([Cl:11])=[C:7]2[C:3]=1[C:4](=O)[C:5](=O)[NH:6]2.[NH2:14][N:15]1[C:19]([NH2:20])=[N:18][N:17]=[C:16]1[CH2:21][C:22]1[CH:27]=[CH:26][C:25]([OH:28])=[CH:24][CH:23]=1. (3) Given the product [O:20]=[C:14]1[CH:13]([N:7]2[CH2:6][C:5]3[C:9](=[CH:10][CH:11]=[C:3]([CH2:2][NH:1][C:28](=[O:29])[C:27]([F:26])([F:38])[C:31]4([OH:37])[CH2:36][CH2:35][CH2:34][CH2:33][CH2:32]4)[CH:4]=3)[C:8]2=[O:12])[CH2:18][CH2:17][C:16](=[O:19])[NH:15]1, predict the reactants needed to synthesize it. The reactants are: [NH2:1][CH2:2][C:3]1[CH:4]=[C:5]2[C:9](=[CH:10][CH:11]=1)[C:8](=[O:12])[N:7]([CH:13]1[CH2:18][CH2:17][C:16](=[O:19])[NH:15][C:14]1=[O:20])[CH2:6]2.S(O)(=O)(=O)C.[F:26][C:27]([F:38])([C:31]1([OH:37])[CH2:36][CH2:35][CH2:34][CH2:33][CH2:32]1)[C:28](O)=[O:29].C(N(C(C)C)CC)(C)C.F[P-](F)(F)(F)(F)F.CN(C(N(C)C)=[N+]1C2C(=NC=CC=2)[N+]([O-])=N1)C.